Task: Predict the product of the given reaction.. Dataset: Forward reaction prediction with 1.9M reactions from USPTO patents (1976-2016) (1) The product is: [CH2:1]([C:3]1[C:4]([CH2:18][NH2:19])=[N:5][N:6]([C:12]2[CH:17]=[CH:16][CH:15]=[CH:14][CH:13]=2)[C:7]=1[CH2:8][CH:9]([CH3:11])[CH3:10])[CH3:2]. Given the reactants [CH2:1]([C:3]1[C:4]([CH2:18][NH:19]O)=[N:5][N:6]([C:12]2[CH:17]=[CH:16][CH:15]=[CH:14][CH:13]=2)[C:7]=1[CH2:8][CH:9]([CH3:11])[CH3:10])[CH3:2].[H-].[Al+3].[Li+].[H-].[H-].[H-].O.S([O-])([O-])(=O)=O.[Na+].[Na+], predict the reaction product. (2) Given the reactants FC(F)(F)S(O[C:7]1[N:11]=[CH:10][N:9]([C:12]2[CH:17]=[CH:16][C:15]([O:18][C:19]([F:25])([F:24])[C:20]([F:23])([F:22])[F:21])=[CH:14][CH:13]=2)[N:8]=1)(=O)=O.CC1(C)C(C)(C)OB([C:36]2[CH:41]=[CH:40][C:39]([NH:42][C:43](=[O:59])[O:44][C@H:45]3[C@H:50]([O:51][CH3:52])[C@H:49]([O:53][CH2:54][CH3:55])[C@@H:48]([O:56][CH3:57])[C@H:47]([CH3:58])[O:46]3)=[CH:38][CH:37]=2)O1.C([O-])([O-])=O.[Na+].[Na+], predict the reaction product. The product is: [F:24][C:19]([F:25])([O:18][C:15]1[CH:16]=[CH:17][C:12]([N:9]2[CH:10]=[N:11][C:7]([C:36]3[CH:41]=[CH:40][C:39]([NH:42][C:43](=[O:59])[O:44][C@H:45]4[C@H:50]([O:51][CH3:52])[C@H:49]([O:53][CH2:54][CH3:55])[C@@H:48]([O:56][CH3:57])[C@H:47]([CH3:58])[O:46]4)=[CH:38][CH:37]=3)=[N:8]2)=[CH:13][CH:14]=1)[C:20]([F:23])([F:22])[F:21]. (3) Given the reactants BrC1C=CC=C2C=1C(C1C(O)=CC3OCOC=3C=1)[C:5](=[O:16])N2CCCCC.[Cl:27][C:28]1[C:29]([F:50])=[CH:30][C:31]([OH:49])=[C:32]([CH:34]2[C:42]3[C:37](=[CH:38][CH:39]=[CH:40][CH:41]=3)[N:36]([CH2:43][CH2:44][CH2:45][CH2:46][CH3:47])[C:35]2=[O:48])[CH:33]=1, predict the reaction product. The product is: [Cl:27][C:28]1[C:29]([F:50])=[CH:30][C:31]([OH:49])=[C:32]([C:34]2([CH2:5][OH:16])[C:42]3[C:37](=[CH:38][CH:39]=[CH:40][CH:41]=3)[N:36]([CH2:43][CH2:44][CH2:45][CH2:46][CH3:47])[C:35]2=[O:48])[CH:33]=1. (4) Given the reactants [CH3:1][C:2]1[CH:11]=[CH:10][C:9]2[C:4](=[CH:5][CH:6]=[CH:7][C:8]=2[N:12]2[CH2:17][CH2:16][N:15]([CH2:18][CH2:19][C:20]3[CH:21]=[C:22]([CH:24]=[CH:25][CH:26]=3)[NH2:23])[CH2:14][CH2:13]2)[N:3]=1.[C:27]([O:31][C:32]([N:34]1[CH2:40][CH2:39][CH2:38][C@H:35]1[CH:36]=O)=[O:33])([CH3:30])([CH3:29])[CH3:28].C(O[BH-](OC(=O)C)OC(=O)C)(=O)C.[Na+], predict the reaction product. The product is: [CH3:1][C:2]1[CH:11]=[CH:10][C:9]2[C:4](=[CH:5][CH:6]=[CH:7][C:8]=2[N:12]2[CH2:13][CH2:14][N:15]([CH2:18][CH2:19][C:20]3[CH:21]=[C:22]([NH:23][CH2:36][CH:35]4[CH2:38][CH2:39][CH2:40][N:34]4[C:32]([O:31][C:27]([CH3:28])([CH3:30])[CH3:29])=[O:33])[CH:24]=[CH:25][CH:26]=3)[CH2:16][CH2:17]2)[N:3]=1.